This data is from Full USPTO retrosynthesis dataset with 1.9M reactions from patents (1976-2016). The task is: Predict the reactants needed to synthesize the given product. (1) Given the product [ClH:34].[F:16][C:13]([F:14])([F:15])[C:9]1[C:8]2[C:2](=[O:1])[N:3]3[CH2:20][CH2:19][NH:18][CH2:17][CH:4]3[CH2:5][O:6][C:7]=2[CH:12]=[CH:11][CH:10]=1, predict the reactants needed to synthesize it. The reactants are: [O:1]=[C:2]1[C:8]2[C:9]([C:13]([F:16])([F:15])[F:14])=[CH:10][CH:11]=[CH:12][C:7]=2[O:6][CH2:5][CH:4]2[CH2:17][N:18](C(OC(C)(C)C)=O)[CH2:19][CH2:20][N:3]12.C(OC(=O)C)C.[ClH:34]. (2) Given the product [OH:4][CH2:5][C:6]1[CH:11]=[CH:10][C:9]([N+:12]([O-:14])=[O:13])=[CH:8][C:7]=1[NH:15][C:16]1[N:21]=[C:20]([C:22]2[CH:23]=[N:24][CH:25]=[CH:26][CH:27]=2)[CH:19]=[CH:18][N:17]=1, predict the reactants needed to synthesize it. The reactants are: C([O:4][CH2:5][C:6]1[CH:11]=[CH:10][C:9]([N+:12]([O-:14])=[O:13])=[CH:8][C:7]=1[NH:15][C:16]1[N:21]=[C:20]([C:22]2[CH:23]=[N:24][CH:25]=[CH:26][CH:27]=2)[CH:19]=[CH:18][N:17]=1)C=C.[Cl-].[Na+]. (3) Given the product [Cl:22][C:19]1[CH:20]=[CH:21][C:16]([CH2:15][CH2:14][N:13]2[C:6]3[N:7]=[C:8]([C:11]#[N:12])[N:9]=[CH:10][C:5]=3[CH:4]=[C:3]2[CH2:2][C:28]2[CH:29]=[CH:30][C:25]([O:24][CH3:23])=[CH:26][CH:27]=2)=[CH:17][CH:18]=1, predict the reactants needed to synthesize it. The reactants are: Br[CH2:2][C:3]1[N:13]([CH2:14][CH2:15][C:16]2[CH:21]=[CH:20][C:19]([Cl:22])=[CH:18][CH:17]=2)[C:6]2[N:7]=[C:8]([C:11]#[N:12])[N:9]=[CH:10][C:5]=2[CH:4]=1.[CH3:23][O:24][C:25]1[CH:30]=[CH:29][C:28](B(O)O)=[CH:27][CH:26]=1.C([O-])([O-])=O.[Cs+].[Cs+].C(Cl)Cl.